From a dataset of Full USPTO retrosynthesis dataset with 1.9M reactions from patents (1976-2016). Predict the reactants needed to synthesize the given product. (1) Given the product [Si:1]([O:8][CH2:9][C:10]1[CH:15]=[CH:14][C:13]([N:16]([CH2:17][C:18]2[CH:19]=[CH:20][C:21]([NH:24][C:25](=[O:31])[O:26][C:27]([CH3:30])([CH3:29])[CH3:28])=[CH:22][CH:23]=2)[C:39]([O:38][C:35]([CH3:37])([CH3:36])[CH3:34])=[O:40])=[C:12]([O:32][CH3:33])[CH:11]=1)([C:4]([CH3:7])([CH3:6])[CH3:5])([CH3:2])[CH3:3], predict the reactants needed to synthesize it. The reactants are: [Si:1]([O:8][CH2:9][C:10]1[CH:15]=[CH:14][C:13]([NH:16][CH2:17][C:18]2[CH:23]=[CH:22][C:21]([NH:24][C:25](=[O:31])[O:26][C:27]([CH3:30])([CH3:29])[CH3:28])=[CH:20][CH:19]=2)=[C:12]([O:32][CH3:33])[CH:11]=1)([C:4]([CH3:7])([CH3:6])[CH3:5])([CH3:3])[CH3:2].[CH3:34][C:35]([O:38][C:39](O[C:39]([O:38][C:35]([CH3:37])([CH3:36])[CH3:34])=[O:40])=[O:40])([CH3:37])[CH3:36].C([O-])(O)=O.[Na+]. (2) Given the product [Cl:18][C:19]1[N:24]=[CH:23][C:22]([C:2]2[C:10]3[N:9]4[CH2:11][CH2:12][NH:13][C:14](=[O:15])[C:8]4=[CH:7][C:6]=3[CH:5]=[C:4]([C:16]#[N:17])[CH:3]=2)=[CH:21][CH:20]=1, predict the reactants needed to synthesize it. The reactants are: Br[C:2]1[C:10]2[N:9]3[CH2:11][CH2:12][NH:13][C:14](=[O:15])[C:8]3=[CH:7][C:6]=2[CH:5]=[C:4]([C:16]#[N:17])[CH:3]=1.[Cl:18][C:19]1[N:24]=[CH:23][C:22](B(O)O)=[CH:21][CH:20]=1. (3) Given the product [CH3:1][C:2]1[CH2:7][CH2:6][CH2:5][C:4]([CH3:8])([CH3:9])[C:3]=1[CH2:10][NH:12][C:13]1[CH:14]=[C:15]([CH:19]=[CH:20][CH:21]=1)[C:16]([NH2:18])=[O:17], predict the reactants needed to synthesize it. The reactants are: [CH3:1][C:2]1[CH2:7][CH2:6][CH2:5][C:4]([CH3:9])([CH3:8])[C:3]=1[CH:10]=O.[NH2:12][C:13]1[CH:14]=[C:15]([CH:19]=[CH:20][CH:21]=1)[C:16]([NH2:18])=[O:17].C(O)(=O)C.C([BH3-])#N.[Na+]. (4) The reactants are: [Cl:1][C:2]1[N:7]=[CH:6][C:5]([CH2:8][C:9]#[N:10])=[CH:4][CH:3]=1.Br[CH2:12][CH2:13][CH2:14][CH2:15][CH2:16]Br.[H-].[Na+].O. Given the product [Cl:1][C:2]1[N:7]=[CH:6][C:5]([C:8]2([C:9]#[N:10])[CH2:16][CH2:15][CH2:14][CH2:13][CH2:12]2)=[CH:4][CH:3]=1, predict the reactants needed to synthesize it. (5) Given the product [Cl:1][C:2]1[CH:7]=[C:6]([O:8][CH3:9])[C:5]([CH3:10])=[CH:4][C:3]=1[C:11]1[CH:16]=[CH:15][N:14]=[C:13]([NH:34][CH:31]([CH:28]2[CH2:30][CH2:29]2)[CH2:32][CH3:33])[C:12]=1[N+:25]([O-:27])=[O:26], predict the reactants needed to synthesize it. The reactants are: [Cl:1][C:2]1[CH:7]=[C:6]([O:8][CH3:9])[C:5]([CH3:10])=[CH:4][C:3]=1[C:11]1[CH:16]=[CH:15][N:14]=[C:13](OS(C(F)(F)F)(=O)=O)[C:12]=1[N+:25]([O-:27])=[O:26].[CH:28]1([CH:31]([NH2:34])[CH2:32][CH3:33])[CH2:30][CH2:29]1. (6) Given the product [CH:21]([C:19]1[N:18]=[CH:17][N:16]([C:9]([O:11][C:12]([CH3:13])([CH3:14])[CH3:15])=[O:10])[CH:20]=1)=[O:22], predict the reactants needed to synthesize it. The reactants are: [C:9](O[C:9]([O:11][C:12]([CH3:15])([CH3:14])[CH3:13])=[O:10])([O:11][C:12]([CH3:15])([CH3:14])[CH3:13])=[O:10].[NH:16]1[CH:20]=[C:19]([CH:21]=[O:22])[N:18]=[CH:17]1.